Dataset: Full USPTO retrosynthesis dataset with 1.9M reactions from patents (1976-2016). Task: Predict the reactants needed to synthesize the given product. (1) Given the product [C:21]([CH2:20][NH:19][C:17](=[O:18])[C@H:12]([CH2:13][CH:14]([CH3:16])[CH3:15])[NH:11][C:7]1[C:6]([C:39]2[CH:38]=[CH:37][C:36]([N:33]3[CH2:32][CH2:31][NH:30][CH2:35][CH2:34]3)=[CH:41][CH:40]=2)=[CH:10][S:9][N:8]=1)#[N:22], predict the reactants needed to synthesize it. The reactants are: NCC#N.Br[C:6]1[C:7]([NH:11][C@H:12]([C:17]([NH:19][CH2:20][C:21]#[N:22])=[O:18])[CH2:13][CH:14]([CH3:16])[CH3:15])=[N:8][S:9][CH:10]=1.C(OC([N:30]1[CH2:35][CH2:34][N:33]([C:36]2[CH:41]=[CH:40][C:39](B(O)O)=[CH:38][CH:37]=2)[CH2:32][CH2:31]1)=O)(C)(C)C. (2) Given the product [O-:4][P:3]([O:6][P:7]([O-:10])([O-:9])=[O:8])(=[O:2])[O-:5].[Fe+3:1].[O-:4][P:3]([O:6][P:7]([O-:10])([O-:9])=[O:8])(=[O:2])[O-:5].[O-:4][P:3]([O:6][P:7]([O-:10])([O-:9])=[O:8])(=[O:2])[O-:5].[Fe+3:1].[Fe+3:1].[Fe+3:1], predict the reactants needed to synthesize it. The reactants are: [Fe+3:1].[O-:2][P:3]([O:6][P:7]([O-:10])([O-:9])=[O:8])(=[O:5])[O-:4]. (3) Given the product [ClH:14].[CH2:1]([C:3]1[CH:9]=[CH:8][C:6]([NH:7][NH2:10])=[CH:5][CH:4]=1)[CH3:2], predict the reactants needed to synthesize it. The reactants are: [CH2:1]([C:3]1[CH:9]=[CH:8][C:6]([NH2:7])=[CH:5][CH:4]=1)[CH3:2].[N:10]([O-])=O.[Na+].[ClH:14]. (4) Given the product [F:42][C:2]([F:1])([F:41])[C:3]1[CH:4]=[C:5]([CH:34]=[C:35]([C:37]([F:38])([F:39])[F:40])[CH:36]=1)[CH2:6][N:7]([CH2:15][C:16]1[CH:21]=[C:20]([C:22]([F:25])([F:24])[F:23])[CH:19]=[CH:18][C:17]=1[N:26]([CH2:30][CH:31]1[CH2:33][CH2:32]1)[CH2:27][CH2:28][CH3:29])[C:8]1[N:9]=[CH:10][C:11]([O:14][CH2:44][CH2:45][CH2:46][C:47]([O:49][CH2:50][CH3:51])=[O:48])=[CH:12][N:13]=1, predict the reactants needed to synthesize it. The reactants are: [F:1][C:2]([F:42])([F:41])[C:3]1[CH:4]=[C:5]([CH:34]=[C:35]([C:37]([F:40])([F:39])[F:38])[CH:36]=1)[CH2:6][N:7]([CH2:15][C:16]1[CH:21]=[C:20]([C:22]([F:25])([F:24])[F:23])[CH:19]=[CH:18][C:17]=1[N:26]([CH2:30][CH:31]1[CH2:33][CH2:32]1)[CH2:27][CH2:28][CH3:29])[C:8]1[N:13]=[CH:12][C:11]([OH:14])=[CH:10][N:9]=1.Br[CH2:44][CH2:45][CH2:46][C:47]([O:49][CH2:50][CH3:51])=[O:48].C(=O)([O-])[O-].[K+].[K+].C(OCC)(=O)C. (5) Given the product [Si:11]([O:18][CH:19]1[CH2:20][CH2:21][N:22]([C:25]2[C:26]([CH:36]([NH:38][C:2]3[N:10]=[CH:9][N:8]=[C:7]4[C:3]=3[N:4]=[CH:5][NH:6]4)[CH3:37])=[CH:27][C:28]([Cl:35])=[C:29]3[C:34]=2[N:33]=[CH:32][CH:31]=[CH:30]3)[CH2:23][CH2:24]1)([C:14]([CH3:17])([CH3:15])[CH3:16])([CH3:13])[CH3:12], predict the reactants needed to synthesize it. The reactants are: Br[C:2]1[N:10]=[CH:9][N:8]=[C:7]2[C:3]=1[N:4]=[CH:5][NH:6]2.[Si:11]([O:18][CH:19]1[CH2:24][CH2:23][N:22]([C:25]2[C:26]([CH:36]([NH2:38])[CH3:37])=[CH:27][C:28]([Cl:35])=[C:29]3[C:34]=2[N:33]=[CH:32][CH:31]=[CH:30]3)[CH2:21][CH2:20]1)([C:14]([CH3:17])([CH3:16])[CH3:15])([CH3:13])[CH3:12].C(N(CC)C(C)C)(C)C.